From a dataset of Full USPTO retrosynthesis dataset with 1.9M reactions from patents (1976-2016). Predict the reactants needed to synthesize the given product. Given the product [OH:2][CH:1]([C:3]1[O:7][N:6]=[C:5]([C:8]2[CH:13]=[CH:12][CH:11]=[CH:10][N:9]=2)[CH:4]=1)[CH3:14], predict the reactants needed to synthesize it. The reactants are: [CH:1]([C:3]1[O:7][N:6]=[C:5]([C:8]2[CH:13]=[CH:12][CH:11]=[CH:10][N:9]=2)[CH:4]=1)=[O:2].[CH3:14][Mg]I.